Dataset: Catalyst prediction with 721,799 reactions and 888 catalyst types from USPTO. Task: Predict which catalyst facilitates the given reaction. (1) Reactant: C([O:3][C:4]([C:6]1[CH:7]=[N:8][N:9]([C:11]2[N:15](COCCOC)[C:14]3[CH:22]=[C:23]([Cl:28])[C:24]([Cl:27])=[C:25]([Cl:26])[C:13]=3[N:12]=2)[CH:10]=1)=[O:5])C.Cl. Product: [Cl:26][C:25]1[C:13]2[N:12]=[C:11]([N:9]3[CH:10]=[C:6]([C:4]([OH:5])=[O:3])[CH:7]=[N:8]3)[NH:15][C:14]=2[CH:22]=[C:23]([Cl:28])[C:24]=1[Cl:27]. The catalyst class is: 15. (2) Reactant: [CH:1]1([CH2:4][N:5]2[CH2:14][CH2:13][C:12]3[C:7](=[CH:8][CH:9]=[CH:10][C:11]=3[N:15]([CH2:22][C:23]([N:25]3[CH2:30][CH2:29][N:28]([CH3:31])[CH2:27][CH:26]3[C:32]3[CH:37]=[CH:36][CH:35]=[CH:34][CH:33]=3)=[O:24])C(=O)C(F)(F)F)[CH2:6]2)[CH2:3][CH2:2]1.C([O-])([O-])=O.[K+].[K+].C([O-])(O)=O.[Na+]. Product: [CH:1]1([CH2:4][N:5]2[CH2:14][CH2:13][C:12]3[C:7](=[CH:8][CH:9]=[CH:10][C:11]=3[NH:15][CH2:22][C:23]([N:25]3[CH2:30][CH2:29][N:28]([CH3:31])[CH2:27][CH:26]3[C:32]3[CH:37]=[CH:36][CH:35]=[CH:34][CH:33]=3)=[O:24])[CH2:6]2)[CH2:3][CH2:2]1. The catalyst class is: 24. (3) Reactant: [CH3:1][C:2]([O:5][C:6]([NH:8][C@H:9]1[CH2:14][CH2:13][CH2:12][N:11]([C:15]([O:17][CH2:18][C:19]2[CH:24]=[CH:23][CH:22]=[CH:21][CH:20]=2)=[O:16])[CH2:10]1)=[O:7])([CH3:4])[CH3:3].[H-].[Na+].Br[CH2:28][CH2:29][O:30][CH2:31][C:32]1[CH:37]=[CH:36][CH:35]=[CH:34][CH:33]=1.O. Product: [CH3:4][C:2]([O:5][C:6]([N:8]([CH2:28][CH2:29][O:30][CH2:31][C:32]1[CH:37]=[CH:36][CH:35]=[CH:34][CH:33]=1)[C@H:9]1[CH2:14][CH2:13][CH2:12][N:11]([C:15]([O:17][CH2:18][C:19]2[CH:20]=[CH:21][CH:22]=[CH:23][CH:24]=2)=[O:16])[CH2:10]1)=[O:7])([CH3:1])[CH3:3]. The catalyst class is: 3. (4) Reactant: C([N:4]1[C:22]2[CH:23]=[C:18]([CH:19]=[C:20]([Cl:24])[N:21]=2)[C:17](=[O:25])[NH:16][C@H:15]([C@@H:26]2[O:30]C(=O)[N:28]([CH2:32][C:33]3[CH:38]=[CH:37][CH:36]=[C:35]([CH:39]([CH3:41])[CH3:40])[CH:34]=3)[CH2:27]2)[CH2:14][C:13]2=[CH:42][C:9](=[C:10]([OH:43])[CH:11]=[CH:12]2)[CH2:8][CH2:7][CH2:6][CH2:5]1)(=O)C.OS(O)(=O)=O. Product: [Cl:24][C:20]1[N:21]=[C:22]2[CH:23]=[C:18]([CH:19]=1)[C:17](=[O:25])[NH:16][C@H:15]([C@H:26]([OH:30])[CH2:27][NH:28][CH2:32][C:33]1[CH:38]=[CH:37][CH:36]=[C:35]([CH:39]([CH3:41])[CH3:40])[CH:34]=1)[CH2:14][C:13]1=[CH:42][C:9](=[C:10]([OH:43])[CH:11]=[CH:12]1)[CH2:8][CH2:7][CH2:6][CH2:5][NH:4]2. The catalyst class is: 38. (5) Reactant: [NH2:1][CH2:2][CH:3]([OH:8])[C:4]([F:7])([F:6])[F:5].FC(F)(F)C(O)=O.[C:16]([C:18]1[CH:19]=[C:20]([C:28]2[O:32][N:31]=[C:30]([C:33]3[CH:47]=[CH:46][C:36]4[CH2:37][CH2:38][N:39]([CH2:42][C:43](O)=[O:44])[CH2:40][CH2:41][C:35]=4[CH:34]=3)[N:29]=2)[CH:21]=[CH:22][C:23]=1[O:24][CH:25]([CH3:27])[CH3:26])#[N:17].CCN(C(C)C)C(C)C.CN(C(ON1N=NC2C=CC=NC1=2)=[N+](C)C)C.F[P-](F)(F)(F)(F)F. Product: [C:16]([C:18]1[CH:19]=[C:20]([C:28]2[O:32][N:31]=[C:30]([C:33]3[CH:47]=[CH:46][C:36]4[CH2:37][CH2:38][N:39]([CH2:42][C:43]([NH:1][CH2:2][CH:3]([OH:8])[C:4]([F:7])([F:6])[F:5])=[O:44])[CH2:40][CH2:41][C:35]=4[CH:34]=3)[N:29]=2)[CH:21]=[CH:22][C:23]=1[O:24][CH:25]([CH3:27])[CH3:26])#[N:17]. The catalyst class is: 39. (6) Reactant: Cl.FC1C=C(C=CC=1)CN1C=C(C2C3C(=NC=C(C4C=CC(C5CCNCC5)=CC=4)C=3)N(S(C3C=CC(C)=CC=3)(=O)=O)C=2)C=N1.[F:46][C:47]1[CH:48]=[C:49]([CH:96]=[CH:97][CH:98]=1)[CH2:50][N:51]1[CH:55]=[C:54]([C:56]2[C:64]3[C:59](=[N:60][CH:61]=[C:62]([C:65]4[CH:70]=[CH:69][C:68]([N:71]5[CH2:76][CH2:75][N:74]([CH2:77][C:78]([NH2:80])=[O:79])[CH2:73][CH2:72]5)=[C:67]([NH:81][S:82]([CH3:85])(=[O:84])=[O:83])[CH:66]=4)[CH:63]=3)[N:58](S(C3C=CC(C)=CC=3)(=O)=O)[CH:57]=2)[CH:53]=[N:52]1.[OH-].[Li+]. Product: [F:46][C:47]1[CH:48]=[C:49]([CH:96]=[CH:97][CH:98]=1)[CH2:50][N:51]1[CH:55]=[C:54]([C:56]2[C:64]3[C:59](=[N:60][CH:61]=[C:62]([C:65]4[CH:70]=[CH:69][C:68]([N:71]5[CH2:72][CH2:73][N:74]([CH2:77][C:78]([NH2:80])=[O:79])[CH2:75][CH2:76]5)=[C:67]([NH:81][S:82]([CH3:85])(=[O:83])=[O:84])[CH:66]=4)[CH:63]=3)[NH:58][CH:57]=2)[CH:53]=[N:52]1. The catalyst class is: 87.